Dataset: Forward reaction prediction with 1.9M reactions from USPTO patents (1976-2016). Task: Predict the product of the given reaction. (1) Given the reactants [CH3:1][N:2]1[C:7](=[O:8])[C:6]2[C:9]([C:12]([O:14][CH2:15][CH3:16])=[O:13])=[CH:10][S:11][C:5]=2[N:4]([CH2:17][CH:18]([CH3:20])[CH3:19])[C:3]1=[O:21].[Cl:22][C:23]1[S:24][C:25]([CH:29]=[O:30])=[C:26]([Cl:28])[N:27]=1.CN1C(=O)N(C)CCC1.[Li+].CC([N-]C(C)C)C, predict the reaction product. The product is: [Cl:22][C:23]1[S:24][C:25]([CH:29]([OH:30])[C:10]2[S:11][C:5]3[N:4]([CH2:17][CH:18]([CH3:20])[CH3:19])[C:3](=[O:21])[N:2]([CH3:1])[C:7](=[O:8])[C:6]=3[C:9]=2[C:12]([O:14][CH2:15][CH3:16])=[O:13])=[C:26]([Cl:28])[N:27]=1. (2) Given the reactants C[O:2][C:3]([C@@H:5]1[CH2:9][C@@H:8]([S:10]([CH2:13][CH:14]2[CH2:16][CH2:15]2)(=[O:12])=[O:11])[CH2:7][N:6]1[C:17]1[N:18]([CH:23]2[CH2:26][CH2:25][CH2:24]2)[N:19]=[C:20]([CH3:22])[CH:21]=1)=[O:4].[OH-].[Li+], predict the reaction product. The product is: [CH:23]1([N:18]2[C:17]([N:6]3[CH2:7][C@H:8]([S:10]([CH2:13][CH:14]4[CH2:16][CH2:15]4)(=[O:11])=[O:12])[CH2:9][C@H:5]3[C:3]([OH:4])=[O:2])=[CH:21][C:20]([CH3:22])=[N:19]2)[CH2:26][CH2:25][CH2:24]1. (3) The product is: [F:28][C:27]([F:30])([F:29])[C:25]1[CH:24]=[C:6]([CH:5]=[C:4]([C:3]([F:31])([F:2])[F:32])[CH:26]=1)[CH2:7][N:8]([CH3:23])[C:9]([C@H:11]1[CH2:16][CH2:15][N:14]([C:39](=[O:40])[CH2:38][CH2:37][S:34]([CH3:33])(=[O:36])=[O:35])[CH2:13][C@H:12]1[C:17]1[CH:22]=[CH:21][CH:20]=[CH:19][CH:18]=1)=[O:10]. Given the reactants Cl.[F:2][C:3]([F:32])([F:31])[C:4]1[CH:5]=[C:6]([CH:24]=[C:25]([C:27]([F:30])([F:29])[F:28])[CH:26]=1)[CH2:7][N:8]([CH3:23])[C:9]([C@H:11]1[CH2:16][CH2:15][NH:14][CH2:13][C@H:12]1[C:17]1[CH:22]=[CH:21][CH:20]=[CH:19][CH:18]=1)=[O:10].[CH3:33][S:34]([CH2:37][CH2:38][C:39](O)=[O:40])(=[O:36])=[O:35].CCN=C=NCCCN(C)C.Cl.C1C=CC2N(O)N=NC=2C=1, predict the reaction product. (4) Given the reactants [C:1]([O:5][C:6]([N:8]1[CH2:13][C@@H:12]([C:14](=[O:37])[NH:15][CH2:16][C:17]2([CH2:31][CH2:32][CH2:33][CH2:34][O:35][CH3:36])[C:30]3[CH:29]=[CH:28][CH:27]=[CH:26][C:25]=3[O:24][C:23]3[C:18]2=[CH:19][CH:20]=[CH:21][CH:22]=3)[CH2:11][C@@H:10]([C:38](O)=[O:39])[CH2:9]1)=[O:7])([CH3:4])([CH3:3])[CH3:2].[CH:41]1([NH:44][CH2:45][C:46]2[CH:51]=[CH:50][N:49]=[C:48]([O:52][CH3:53])[CH:47]=2)[CH2:43][CH2:42]1, predict the reaction product. The product is: [C:1]([O:5][C:6]([N:8]1[CH2:13][C@@H:12]([C:14](=[O:37])[NH:15][CH2:16][C:17]2([CH2:31][CH2:32][CH2:33][CH2:34][O:35][CH3:36])[C:30]3[CH:29]=[CH:28][CH:27]=[CH:26][C:25]=3[O:24][C:23]3[C:18]2=[CH:19][CH:20]=[CH:21][CH:22]=3)[CH2:11][C@@H:10]([C:38](=[O:39])[N:44]([CH:41]2[CH2:43][CH2:42]2)[CH2:45][C:46]2[CH:51]=[CH:50][N:49]=[C:48]([O:52][CH3:53])[CH:47]=2)[CH2:9]1)=[O:7])([CH3:4])([CH3:3])[CH3:2]. (5) Given the reactants [NH2:1][C:2]1[CH:3]=[C:4]([CH:8]=[C:9]([CH2:11][CH:12]([CH3:14])[CH3:13])[CH:10]=1)[C:5]([OH:7])=[O:6].[CH3:15][O:16][C:17]1[N:22]=[C:21]([O:23][CH3:24])[C:20]([C:25]2[CH:34]=[C:33]3[C:28]([C:29](Cl)=[C:30]([C:35]([NH2:37])=[O:36])[CH:31]=[N:32]3)=[CH:27][CH:26]=2)=[CH:19][N:18]=1, predict the reaction product. The product is: [C:5]([OH:7])(=[O:6])[CH3:4].[NH2:37][C:35]([C:30]1[CH:31]=[N:32][C:33]2[C:28]([C:29]=1[NH:1][C:2]1[CH:3]=[C:4]([CH:8]=[C:9]([CH2:11][CH:12]([CH3:14])[CH3:13])[CH:10]=1)[C:5]([OH:7])=[O:6])=[CH:27][CH:26]=[C:25]([C:20]1[C:21]([O:23][CH3:24])=[N:22][C:17]([O:16][CH3:15])=[N:18][CH:19]=1)[CH:34]=2)=[O:36].